From a dataset of Peptide-MHC class II binding affinity with 134,281 pairs from IEDB. Regression. Given a peptide amino acid sequence and an MHC pseudo amino acid sequence, predict their binding affinity value. This is MHC class II binding data. (1) The peptide sequence is SQDIELSWNLNGLQAY. The MHC is HLA-DQA10301-DQB10302 with pseudo-sequence HLA-DQA10301-DQB10302. The binding affinity (normalized) is 0.296. (2) The binding affinity (normalized) is 0.554. The MHC is DRB1_1101 with pseudo-sequence DRB1_1101. The peptide sequence is IRNPLSRNSTHEMYY. (3) The peptide sequence is KLRHSDYEYKVSKLV. The MHC is DRB1_0101 with pseudo-sequence DRB1_0101. The binding affinity (normalized) is 0.599. (4) The peptide sequence is DEINAIFEENEVDIS. The MHC is DRB1_1302 with pseudo-sequence DRB1_1302. The binding affinity (normalized) is 0.224. (5) The peptide sequence is SVGKGIHTVFGSAFQ. The MHC is DRB1_0701 with pseudo-sequence DRB1_0701. The binding affinity (normalized) is 0.441. (6) The peptide sequence is GVLAGLAFQEMENFL. The MHC is HLA-DQA10102-DQB10501 with pseudo-sequence HLA-DQA10102-DQB10501. The binding affinity (normalized) is 0.521. (7) The peptide sequence is SKLTYENVKMEDVGY. The MHC is HLA-DQA10501-DQB10201 with pseudo-sequence HLA-DQA10501-DQB10201. The binding affinity (normalized) is 0.439. (8) The peptide sequence is HVRVSQPSLILVSQY. The MHC is DRB1_1501 with pseudo-sequence DRB1_1501. The binding affinity (normalized) is 0.185. (9) The peptide sequence is QIHQYIMALREEYFD. The MHC is DRB1_0301 with pseudo-sequence DRB1_0301. The binding affinity (normalized) is 0.402. (10) The peptide sequence is TFKVAATAANAAPAN. The MHC is DRB1_0802 with pseudo-sequence DRB1_0802. The binding affinity (normalized) is 0.573.